This data is from Forward reaction prediction with 1.9M reactions from USPTO patents (1976-2016). The task is: Predict the product of the given reaction. (1) Given the reactants [CH3:1][C:2]1[N:3]([CH2:28][C:29]([O:31]CC)=[O:30])[C:4]2[CH2:5][CH2:6][C:7]([CH3:27])([CH3:26])[CH2:8][C:9]=2[C:10]=1[CH2:11][C:12]1[CH:17]=[CH:16][CH:15]=[CH:14][C:13]=1[S:18]([N:21]1[CH2:25][CH2:24][CH2:23][CH2:22]1)(=[O:20])=[O:19].O.[OH-].[Na+], predict the reaction product. The product is: [CH3:1][C:2]1[N:3]([CH2:28][C:29]([OH:31])=[O:30])[C:4]2[CH2:5][CH2:6][C:7]([CH3:27])([CH3:26])[CH2:8][C:9]=2[C:10]=1[CH2:11][C:12]1[CH:17]=[CH:16][CH:15]=[CH:14][C:13]=1[S:18]([N:21]1[CH2:22][CH2:23][CH2:24][CH2:25]1)(=[O:19])=[O:20]. (2) Given the reactants N(C(OCC)=O)=NC(OCC)=O.OC1C=C([O:21][S:22]([C:25]2[CH:30]=[CH:29][CH:28]=[CH:27][C:26]=2[Cl:31])(=[O:24])=[O:23])C=C(C)C=1.C1(P(C2C=CC=CC=2)C2C=CC=CC=2)C=CC=CC=1, predict the reaction product. The product is: [Cl:31][C:26]1[CH:27]=[CH:28][CH:29]=[CH:30][C:25]=1[S:22]([OH:24])(=[O:23])=[O:21]. (3) Given the reactants [CH3:1][N:2]1[C:6]([CH:7]=O)=[N:5][C:4]([N:9]2[CH2:13][CH2:12][CH2:11][CH2:10]2)=[N:3]1.[Cl-].[CH3:15][C:16]1[N:21]2[N:22]=[C:23]([CH2:25][P+](C3C=CC=CC=3)(C3C=CC=CC=3)C3C=CC=CC=3)[N:24]=[C:20]2[C:19]([CH3:45])=[N:18][CH:17]=1, predict the reaction product. The product is: [CH:13]1([N:9]([C:4]2[N:5]=[C:6]([CH:7]=[CH:25][C:23]3[N:24]=[C:20]4[C:19]([CH3:45])=[N:18][CH:17]=[C:16]([CH3:15])[N:21]4[N:22]=3)[N:2]([CH3:1])[N:3]=2)[CH3:10])[CH2:11][CH2:12]1. (4) The product is: [OH:2][C:1]1[CH:3]=[C:4]([OH:5])[CH:6]=[CH:7][C:8]=1[C:18](=[O:19])[CH2:17][C:14]1[CH:15]=[CH:16][C:11]([O:10][CH3:9])=[CH:12][CH:13]=1. Given the reactants [C:1]1([CH:8]=[CH:7][CH:6]=[C:4]([OH:5])[CH:3]=1)[OH:2].[CH3:9][O:10][C:11]1[CH:16]=[CH:15][C:14]([CH2:17][C:18](O)=[O:19])=[CH:13][CH:12]=1.C([O-])(=O)C.[Na+], predict the reaction product.